Dataset: NCI-60 drug combinations with 297,098 pairs across 59 cell lines. Task: Regression. Given two drug SMILES strings and cell line genomic features, predict the synergy score measuring deviation from expected non-interaction effect. (1) Drug 1: C1=CC=C(C(=C1)C(C2=CC=C(C=C2)Cl)C(Cl)Cl)Cl. Drug 2: CCC1(C2=C(COC1=O)C(=O)N3CC4=CC5=C(C=CC(=C5CN(C)C)O)N=C4C3=C2)O.Cl. Cell line: SF-295. Synergy scores: CSS=23.0, Synergy_ZIP=1.47, Synergy_Bliss=4.55, Synergy_Loewe=-53.2, Synergy_HSA=0.618. (2) Drug 1: COC1=C(C=C2C(=C1)N=CN=C2NC3=CC(=C(C=C3)F)Cl)OCCCN4CCOCC4. Drug 2: C1=CC=C(C(=C1)C(C2=CC=C(C=C2)Cl)C(Cl)Cl)Cl. Cell line: HL-60(TB). Synergy scores: CSS=13.3, Synergy_ZIP=-0.202, Synergy_Bliss=7.81, Synergy_Loewe=1.48, Synergy_HSA=8.69. (3) Drug 1: CCN(CC)CCNC(=O)C1=C(NC(=C1C)C=C2C3=C(C=CC(=C3)F)NC2=O)C. Drug 2: C#CCC(CC1=CN=C2C(=N1)C(=NC(=N2)N)N)C3=CC=C(C=C3)C(=O)NC(CCC(=O)O)C(=O)O. Cell line: 786-0. Synergy scores: CSS=75.3, Synergy_ZIP=22.1, Synergy_Bliss=-1.84, Synergy_Loewe=58.4, Synergy_HSA=-2.19. (4) Drug 1: C1CC(=O)NC(=O)C1N2CC3=C(C2=O)C=CC=C3N. Drug 2: COC1=C(C=C2C(=C1)N=CN=C2NC3=CC(=C(C=C3)F)Cl)OCCCN4CCOCC4. Cell line: SF-539. Synergy scores: CSS=21.0, Synergy_ZIP=0.483, Synergy_Bliss=2.58, Synergy_Loewe=4.77, Synergy_HSA=5.67.